The task is: Predict the product of the given reaction.. This data is from Forward reaction prediction with 1.9M reactions from USPTO patents (1976-2016). (1) Given the reactants CS(O[CH2:6][C@@H:7]([C:9]1[C:10]([Cl:17])=[N:11][C:12]([Cl:16])=[N:13][C:14]=1Cl)[CH3:8])(=O)=O.[CH3:18][O:19][C:20]1[CH:25]=[CH:24][C:23]([CH2:26][NH2:27])=[CH:22][CH:21]=1.C(N(CC)CC)C, predict the reaction product. The product is: [Cl:16][C:12]1[N:11]=[C:10]([Cl:17])[C:9]2[C@@H:7]([CH3:8])[CH2:6][N:27]([CH2:26][C:23]3[CH:24]=[CH:25][C:20]([O:19][CH3:18])=[CH:21][CH:22]=3)[C:14]=2[N:13]=1. (2) Given the reactants [CH2:1]([O:3][C:4]1[CH:9]=[CH:8][C:7]([S:10](Cl)(=[O:12])=[O:11])=[CH:6][C:5]=1[C:14]1[NH:19][C:18](=[O:20])[C:17]2=[C:21]([CH3:25])[N:22]=[C:23]([CH3:24])[N:16]2[N:15]=1)[CH3:2].[OH:26][CH2:27][CH:28]1[CH2:33][CH2:32][NH:31][CH2:30][CH2:29]1.C(OC1C=CC(S(N2CCC(O)CC2C)(=O)=O)=CC=1C1NC(=O)C2=C(C)N=C(C)N2N=1)C, predict the reaction product. The product is: [CH2:1]([O:3][C:4]1[CH:9]=[CH:8][C:7]([S:10]([N:31]2[CH2:32][CH2:33][CH:28]([CH2:27][OH:26])[CH2:29][CH2:30]2)(=[O:12])=[O:11])=[CH:6][C:5]=1[C:14]1[NH:19][C:18](=[O:20])[C:17]2=[C:21]([CH3:25])[N:22]=[C:23]([CH3:24])[N:16]2[N:15]=1)[CH3:2]. (3) The product is: [Cl:9][C:5]1[N:4]=[C:3]([CH3:10])[C:2]([CH:19]=[O:20])=[C:7]([CH3:8])[CH:6]=1. Given the reactants Br[C:2]1[C:3]([CH3:10])=[N:4][C:5]([Cl:9])=[CH:6][C:7]=1[CH3:8].[Li]C(C)(C)C.CN([CH:19]=[O:20])C, predict the reaction product. (4) Given the reactants Br[C:2]1[CH:3]=[N:4][CH:5]=[C:6]([Br:9])[C:7]=1[CH3:8].[CH:10]1(B(O)O)[CH2:12][CH2:11]1.O1CCOCC1.C(=O)([O-])[O-].[Cs+].[Cs+], predict the reaction product. The product is: [Br:9][C:6]1[CH:5]=[N:4][CH:3]=[C:2]([CH:10]2[CH2:12][CH2:11]2)[C:7]=1[CH3:8]. (5) Given the reactants [H-].[Na+].C([N:6]1[C:11](=[O:12])[NH:10][C:9](=[O:13])[CH:8]=[N:7]1)(=O)C.N#N.S(C1C=CC(C)=CC=1)(O[CH2:20][CH2:21][F:22])(=O)=O, predict the reaction product. The product is: [F:22][CH2:21][CH2:20][N:10]1[C:9](=[O:13])[CH:8]=[N:7][NH:6][C:11]1=[O:12]. (6) Given the reactants [NH2:1][CH:2]1[CH2:7][CH2:6][N:5]([CH2:8][CH2:9][N:10]2[C:15]3[CH:16]=[C:17]([C:20]#[N:21])[CH:18]=[CH:19][C:14]=3[O:13][CH2:12][C:11]2=[O:22])[CH2:4][CH2:3]1.FC(F)(F)C(O)=O.NC1CCN(CCN2C3C=C(C#N)C=CC=3OCC2=O)CC1.[F:52][C:53]1[CH:58]=[CH:57][C:56]([F:59])=[CH:55][C:54]=1[CH:60]1[CH2:62][CH:61]1[CH:63]=O.C([BH3-])#N.[Na+], predict the reaction product. The product is: [F:52][C:53]1[CH:58]=[CH:57][C:56]([F:59])=[CH:55][C:54]=1[CH:60]1[CH2:62][CH:61]1[CH2:63][NH:1][CH:2]1[CH2:7][CH2:6][N:5]([CH2:8][CH2:9][N:10]2[C:15]3[CH:16]=[C:17]([C:20]#[N:21])[CH:18]=[CH:19][C:14]=3[O:13][CH2:12][C:11]2=[O:22])[CH2:4][CH2:3]1.